Predict the product of the given reaction. From a dataset of Forward reaction prediction with 1.9M reactions from USPTO patents (1976-2016). Given the reactants CC(C)(C)[C@H:3]([NH:8][C:9]([N:11]1[C:19]2[CH2:18][CH2:17][N:16]([CH3:20])[CH2:15][C:14]=2[C:13]([C:21]2[CH:26]=[C:25]([F:27])[C:24]([F:28])=[CH:23][C:22]=2F)=[N:12]1)=[O:10])[C:4]([NH:6]C)=[O:5].FC1[CH:34]=[C:35]([C:40]2C3CN(C(OC(C)(C)C)=O)CCC=3NN=2)[CH:36]=CC=1F.N[C@H](C(N)=O)CC(C)C, predict the reaction product. The product is: [NH2:6][C:4](=[O:5])[C@@H:3]([NH:8][C:9]([N:11]1[C:19]2[CH2:18][CH2:17][N:16]([CH3:20])[CH2:15][C:14]=2[C:13]([C:21]2[CH:22]=[CH:23][C:24]([F:28])=[C:25]([F:27])[CH:26]=2)=[N:12]1)=[O:10])[CH2:34][CH:35]([CH3:40])[CH3:36].